From a dataset of Reaction yield outcomes from USPTO patents with 853,638 reactions. Predict the reaction yield, written as a fraction of the theoretical maximum amount of product (1.0 means a 100% yield; for example, 0.34 means a 34% yield). (1) The reactants are [F:1][C:2]1[CH:3]=[CH:4][C:5]2[O:11][CH2:10][CH2:9][N:8]3[CH:12]=[C:13]([C:15]([NH2:17])=O)[N:14]=[C:7]3[C:6]=2[CH:18]=1.CO[C:21](OC)([N:23](C)C)[CH3:22].C1(C)C=CC=CC=1.Cl.[CH:36]([NH:39]N)([CH3:38])[CH3:37]. No catalyst specified. The product is [F:1][C:2]1[CH:3]=[CH:4][C:5]2[O:11][CH2:10][CH2:9][N:8]3[CH:12]=[C:13]([C:15]4[N:39]([CH:36]([CH3:38])[CH3:37])[N:23]=[C:21]([CH3:22])[N:17]=4)[N:14]=[C:7]3[C:6]=2[CH:18]=1. The yield is 0.260. (2) The reactants are C([O:8][CH2:9][CH2:10][CH2:11][C:12]1[O:13][C:14]([CH3:17])=[CH:15][N:16]=1)C1C=CC=CC=1. The catalyst is C(O)C.[Pd]. The product is [CH3:17][C:14]1[O:13][C:12]([CH2:11][CH2:10][CH2:9][OH:8])=[N:16][CH:15]=1. The yield is 0.590. (3) The reactants are [Cl:1][C:2]1[N:3]=[N:4][C:5]([N:10]2[CH2:15][CH2:14][NH:13][CH2:12][CH2:11]2)=[C:6]([CH3:9])[C:7]=1[CH3:8].[CH3:16][O:17][C:18]([C:20]1[C:21]([C:27]([F:30])([F:29])[F:28])=[N:22][C:23](Cl)=[N:24][CH:25]=1)=[O:19].C(N(C(C)C)CC)(C)C. The catalyst is O1CCOCC1. The product is [CH3:16][O:17][C:18]([C:20]1[C:21]([C:27]([F:30])([F:28])[F:29])=[N:22][C:23]([N:13]2[CH2:14][CH2:15][N:10]([C:5]3[N:4]=[N:3][C:2]([Cl:1])=[C:7]([CH3:8])[C:6]=3[CH3:9])[CH2:11][CH2:12]2)=[N:24][CH:25]=1)=[O:19]. The yield is 0.710. (4) The reactants are CC(C)([O-])C.[K+].[Br-].C1([C:14]([PH3+])([C:21]2[CH:26]=[CH:25][CH:24]=[CH:23][CH:22]=2)[C:15]2[CH:20]=CC=CC=2)C=CC=CC=1.C1(C([N:37]2[CH:41]=[C:40]([C:42]3[C:43]4[CH:50]=[CH:49][N:48]([CH2:51][O:52][CH2:53][CH2:54][Si:55]([CH3:58])([CH3:57])[CH3:56])[C:44]=4[N:45]=[CH:46][N:47]=3)[CH:39]=[N:38]2)CC=O)CCCC1. The catalyst is C1COCC1. The product is [CH:26]1([CH:21]([N:37]2[CH:41]=[C:40]([C:42]3[C:43]4[CH:50]=[CH:49][N:48]([CH2:51][O:52][CH2:53][CH2:54][Si:55]([CH3:58])([CH3:57])[CH3:56])[C:44]=4[N:45]=[CH:46][N:47]=3)[CH:39]=[N:38]2)[CH2:14][CH:15]=[CH2:20])[CH2:25][CH2:24][CH2:23][CH2:22]1. The yield is 0.440. (5) The reactants are [Cl:1][C:2]1[C:30]([O:31][CH3:32])=[CH:29][C:5]([NH:6][C:7]2[C:16]3[C:11](=[CH:12][C:13]4[CH:20]=[C:19]([O:21][CH2:22][CH2:23]Cl)[C:18]([O:25][CH3:26])=[CH:17][C:14]=4[CH:15]=3)[N:10]=[CH:9][C:8]=2[C:27]#[N:28])=[C:4]([CH3:33])[CH:3]=1.[Cl:34][C:35]1[C:63]([O:64][CH3:65])=[CH:62][C:38]([NH:39][C:40]2[C:49]3[C:44](=[CH:45][C:46]4[CH:53]=[C:52]([O:54][CH3:55])[C:51]([O:56][CH2:57][CH2:58]Cl)=[CH:50][C:47]=4[CH:48]=3)[N:43]=[CH:42][C:41]=2[C:60]#[N:61])=[C:37]([CH3:66])[CH:36]=1.C([O-])(=O)C.[Na+].[NH:72]1[CH2:77][CH2:76][O:75][CH2:74][CH2:73]1. No catalyst specified. The product is [Cl:1][C:2]1[C:30]([O:31][CH3:32])=[CH:29][C:5]([NH:6][C:7]2[C:16]3[C:11](=[CH:12][C:13]4[CH:20]=[C:19]([O:21][CH2:22][CH2:23][N:72]5[CH2:77][CH2:76][O:75][CH2:74][CH2:73]5)[C:18]([O:25][CH3:26])=[CH:17][C:14]=4[CH:15]=3)[N:10]=[CH:9][C:8]=2[C:27]#[N:28])=[C:4]([CH3:33])[CH:3]=1.[Cl:34][C:35]1[C:63]([O:64][CH3:65])=[CH:62][C:38]([NH:39][C:40]2[C:49]3[C:44](=[CH:45][C:46]4[CH:53]=[C:52]([O:54][CH3:55])[C:51]([O:56][CH2:57][CH2:58][N:72]5[CH2:77][CH2:76][O:75][CH2:74][CH2:73]5)=[CH:50][C:47]=4[CH:48]=3)[N:43]=[CH:42][C:41]=2[C:60]#[N:61])=[C:37]([CH3:66])[CH:36]=1. The yield is 0.230. (6) The reactants are Br[C:2]1[CH:11]=[CH:10][C:5]([C:6]([O:8][CH3:9])=[O:7])=[CH:4][C:3]=1[CH3:12].C([O-])([O-])=O.[Cs+].[Cs+].[NH:19]1[CH2:24][CH2:23][CH2:22][CH2:21][CH2:20]1. The catalyst is O1CCOCC1.C([O-])(=O)C.[Pd+2].C([O-])(=O)C.C1C=CC(P(C2C(C3C(P(C4C=CC=CC=4)C4C=CC=CC=4)=CC=C4C=3C=CC=C4)=C3C(C=CC=C3)=CC=2)C2C=CC=CC=2)=CC=1. The product is [CH3:12][C:3]1[CH:4]=[C:5]([CH:10]=[CH:11][C:2]=1[N:19]1[CH2:24][CH2:23][CH2:22][CH2:21][CH2:20]1)[C:6]([O:8][CH3:9])=[O:7]. The yield is 0.960.